From a dataset of Catalyst prediction with 721,799 reactions and 888 catalyst types from USPTO. Predict which catalyst facilitates the given reaction. (1) Reactant: CO[CH:3]=[C:4]1[C:13]2[C:8](=[CH:9][CH:10]=[CH:11][CH:12]=2)[C:7](=[O:14])[NH:6][C:5]1=[O:15].[N:16]1([C:22]2[CH:27]=[CH:26][C:25]([NH2:28])=[CH:24][CH:23]=2)[CH2:21][CH2:20][O:19][CH2:18][CH2:17]1. Product: [N:16]1([C:22]2[CH:23]=[CH:24][C:25]([NH:28]/[CH:3]=[C:4]3\[C:5](=[O:15])[NH:6][C:7](=[O:14])[C:8]4[C:13]\3=[CH:12][CH:11]=[CH:10][CH:9]=4)=[CH:26][CH:27]=2)[CH2:17][CH2:18][O:19][CH2:20][CH2:21]1. The catalyst class is: 9. (2) Reactant: [CH3:1][N:2]1[CH:6]=[CH:5][CH:4]=[C:3]1[C:7]([OH:9])=O.C1(NC2CCCCC2)CCCCC1.S(Cl)([Cl:25])=O. Product: [CH3:1][N:2]1[CH:6]=[CH:5][CH:4]=[C:3]1[C:7]([Cl:25])=[O:9]. The catalyst class is: 363. (3) Reactant: [N+:1]([C:4]1[CH:25]=[CH:24][C:7]([O:8][CH2:9][C:10]2[C:15]([CH3:16])=[CH:14][CH:13]=[CH:12][C:11]=2[N:17]2[C:21](=[O:22])[N:20]([CH3:23])[N:19]=[N:18]2)=[C:6]([CH3:26])[CH:5]=1)([O-])=O.C(O)(=O)C. Product: [NH2:1][C:4]1[CH:25]=[CH:24][C:7]([O:8][CH2:9][C:10]2[C:15]([CH3:16])=[CH:14][CH:13]=[CH:12][C:11]=2[N:17]2[C:21](=[O:22])[N:20]([CH3:23])[N:19]=[N:18]2)=[C:6]([CH3:26])[CH:5]=1. The catalyst class is: 150. (4) Reactant: C(OC([N:8]1[CH2:13][CH2:12][N:11]([C:14]2[NH:15][C:16]([C:21]3[CH:26]=[CH:25][N:24]=[C:23](/[CH:27]=[CH:28]/[C:29]4[CH:34]=[CH:33][C:32]([CH2:35][N:36]5[CH2:41][CH2:40][O:39][CH2:38][CH2:37]5)=[CH:31][CH:30]=4)[CH:22]=3)=[CH:17][C:18]=2[C:19]#[N:20])[CH2:10][CH2:9]1)=O)(C)(C)C.[F:42][C:43]([F:48])([F:47])[C:44]([OH:46])=[O:45]. Product: [F:42][C:43]([F:48])([F:47])[C:44]([OH:46])=[O:45].[N:36]1([CH2:35][C:32]2[CH:31]=[CH:30][C:29](/[CH:28]=[CH:27]/[C:23]3[CH:22]=[C:21]([C:16]4[NH:15][C:14]([N:11]5[CH2:12][CH2:13][NH:8][CH2:9][CH2:10]5)=[C:18]([C:19]#[N:20])[CH:17]=4)[CH:26]=[CH:25][N:24]=3)=[CH:34][CH:33]=2)[CH2:41][CH2:40][O:39][CH2:38][CH2:37]1. The catalyst class is: 4. (5) Reactant: [F:1][C:2]1[CH:7]=[CH:6][C:5]([C:8]2[C:16]3[C:11](=[CH:12][CH:13]=[C:14]([C:17]([OH:19])=[O:18])[CH:15]=3)[NH:10][N:9]=2)=[CH:4][CH:3]=1.[C:20](O)(=[O:22])[CH3:21].C(OC(=O)C)(=O)C. Product: [C:20]([N:10]1[C:11]2[C:16](=[CH:15][C:14]([C:17]([OH:19])=[O:18])=[CH:13][CH:12]=2)[C:8]([C:5]2[CH:4]=[CH:3][C:2]([F:1])=[CH:7][CH:6]=2)=[N:9]1)(=[O:22])[CH3:21]. The catalyst class is: 6.